The task is: Predict the reaction yield, written as a fraction of the theoretical maximum amount of product (1.0 means a 100% yield; for example, 0.34 means a 34% yield).. This data is from Reaction yield outcomes from USPTO patents with 853,638 reactions. (1) The reactants are [C:1]1(B(O)O)[CH2:6][CH2:5][CH2:4][CH2:3][CH:2]=1.Br[C:11]1[CH:16]=[C:15]([C:17]2[CH2:18][CH2:19][N:20]([O:23][CH3:24])[CH2:21][CH:22]=2)[CH:14]=[CH:13][C:12]=1[NH2:25]. No catalyst specified. The product is [C:1]1([C:13]2[CH:14]=[C:15]([CH:17]3[CH2:22][CH2:21][N:20]([O:23][CH3:24])[CH2:19][CH2:18]3)[CH:16]=[CH:11][C:12]=2[NH2:25])[CH2:6][CH2:5][CH2:4][CH2:3][CH:2]=1. The yield is 0.740. (2) The catalyst is [Au].ClC1C=CC=CC=1Cl. The product is [C:25]([C:24]1[C:4]2[C:3](=[C:2]([Cl:1])[CH:7]=[CH:6][CH:5]=2)[CH:8]=[C:9]2[CH2:10][C:11]([C:17]([O:19][CH2:20][CH3:21])=[O:18])([C:12]([O:14][CH2:15][CH3:16])=[O:13])[CH2:22][C:23]=12)(=[O:27])[CH3:26]. The reactants are [Cl:1][C:2]1[CH:7]=[CH:6][CH:5]=[CH:4][C:3]=1[CH:8]=[CH:9][CH2:10][C:11]([CH2:22][C:23]#[C:24][C:25](=[O:27])[CH3:26])([C:17]([O:19][CH2:20][CH3:21])=[O:18])[C:12]([O:14][CH2:15][CH3:16])=[O:13]. The yield is 1.00. (3) The reactants are O.[C:2]([C:4]1[CH:5]=[C:6]([N:10]2[C:16](=[O:17])[CH2:15][C:14](=[O:18])[NH:13][C:12]3[C:19]4[C:24]([CH:25]=[CH:26][C:11]2=3)=[CH:23][CH:22]=[CH:21][CH:20]=4)[CH:7]=[CH:8][CH:9]=1)#[N:3].[H-].[Na+].I[CH3:30]. The catalyst is CS(C)=O.CCCCCC. The product is [C:2]([C:4]1[CH:5]=[C:6]([N:10]2[C:16](=[O:17])[CH2:15][C:14](=[O:18])[N:13]([CH3:30])[C:12]3[C:19]4[C:24]([CH:25]=[CH:26][C:11]2=3)=[CH:23][CH:22]=[CH:21][CH:20]=4)[CH:7]=[CH:8][CH:9]=1)#[N:3]. The yield is 0.270. (4) The reactants are [F:1][C:2]([F:11])([F:10])[C:3]1[CH:9]=[CH:8][C:6]([NH2:7])=[CH:5][CH:4]=1.[CH3:12][C:13]1[O:17][N:16]=[CH:15][C:14]=1[C:18](Cl)=[O:19]. The catalyst is C([O-])(O)=O.[Na+].CN(C)C(=O)C.C1(C)C=CC=CC=1. The product is [CH3:12][C:13]1[O:17][N:16]=[CH:15][C:14]=1[C:18]([NH:7][C:6]1[CH:5]=[CH:4][C:3]([C:2]([F:10])([F:11])[F:1])=[CH:9][CH:8]=1)=[O:19]. The yield is 0.860. (5) The reactants are [F:1][C:2]1[CH:3]=[C:4]([CH2:9][C:10]([OH:12])=[O:11])[CH:5]=[CH:6][C:7]=1[OH:8].S(=O)(=O)(O)O.[CH3:18]O. No catalyst specified. The product is [CH3:18][O:11][C:10](=[O:12])[CH2:9][C:4]1[CH:5]=[CH:6][C:7]([OH:8])=[C:2]([F:1])[CH:3]=1. The yield is 0.976. (6) The reactants are [Cl:1][C:2]1[CH:17]=[CH:16][C:15]([N+:18]([O-:20])=[O:19])=[CH:14][C:3]=1[C:4]([NH:6][C:7]1[CH:12]=[CH:11][CH:10]=[CH:9][C:8]=1[OH:13])=O.O.C1(C)C=CC(S(O)(=O)=O)=CC=1. The catalyst is C1(C)C(C)=CC=CC=1. The product is [Cl:1][C:2]1[CH:17]=[CH:16][C:15]([N+:18]([O-:20])=[O:19])=[CH:14][C:3]=1[C:4]1[O:13][C:8]2[CH:9]=[CH:10][CH:11]=[CH:12][C:7]=2[N:6]=1. The yield is 0.680.